This data is from NCI-60 drug combinations with 297,098 pairs across 59 cell lines. The task is: Regression. Given two drug SMILES strings and cell line genomic features, predict the synergy score measuring deviation from expected non-interaction effect. (1) Drug 1: CC12CCC3C(C1CCC2=O)CC(=C)C4=CC(=O)C=CC34C. Drug 2: CN(C)C1=NC(=NC(=N1)N(C)C)N(C)C. Cell line: M14. Synergy scores: CSS=16.2, Synergy_ZIP=2.55, Synergy_Bliss=-1.55, Synergy_Loewe=-36.8, Synergy_HSA=-4.24. (2) Drug 1: CC12CCC3C(C1CCC2=O)CC(=C)C4=CC(=O)C=CC34C. Drug 2: CCC1=C2CN3C(=CC4=C(C3=O)COC(=O)C4(CC)O)C2=NC5=C1C=C(C=C5)O. Cell line: 786-0. Synergy scores: CSS=56.9, Synergy_ZIP=-1.92, Synergy_Bliss=-1.46, Synergy_Loewe=-4.46, Synergy_HSA=-0.584. (3) Drug 1: CCC1=C2CN3C(=CC4=C(C3=O)COC(=O)C4(CC)O)C2=NC5=C1C=C(C=C5)O. Drug 2: CCN(CC)CCCC(C)NC1=C2C=C(C=CC2=NC3=C1C=CC(=C3)Cl)OC. Cell line: SK-OV-3. Synergy scores: CSS=25.1, Synergy_ZIP=-10.5, Synergy_Bliss=-1.88, Synergy_Loewe=-7.82, Synergy_HSA=1.17. (4) Drug 1: C1=C(C(=O)NC(=O)N1)N(CCCl)CCCl. Drug 2: CC1=C2C(C(=O)C3(C(CC4C(C3C(C(C2(C)C)(CC1OC(=O)C(C(C5=CC=CC=C5)NC(=O)OC(C)(C)C)O)O)OC(=O)C6=CC=CC=C6)(CO4)OC(=O)C)O)C)O. Cell line: UO-31. Synergy scores: CSS=17.2, Synergy_ZIP=-6.98, Synergy_Bliss=-3.40, Synergy_Loewe=-1.32, Synergy_HSA=-0.972. (5) Synergy scores: CSS=31.7, Synergy_ZIP=5.01, Synergy_Bliss=7.76, Synergy_Loewe=5.41, Synergy_HSA=5.03. Drug 2: C1=NC(=NC(=O)N1C2C(C(C(O2)CO)O)O)N. Cell line: MALME-3M. Drug 1: COC1=C(C=C2C(=C1)N=CN=C2NC3=CC(=C(C=C3)F)Cl)OCCCN4CCOCC4.